This data is from HIV replication inhibition screening data with 41,000+ compounds from the AIDS Antiviral Screen. The task is: Binary Classification. Given a drug SMILES string, predict its activity (active/inactive) in a high-throughput screening assay against a specified biological target. (1) The drug is C=CC(C)(C)C(=C)C(=O)N(C)c1ccccc1I. The result is 0 (inactive). (2) The compound is C=C1CN(S(=O)(=O)c2ccc(C)cc2)CCCN(C(=O)OC(C)C)CCCN(S(=O)(=O)c2ccc(C)cc2)C1. The result is 0 (inactive). (3) The molecule is O=C(O)c1nc2ccccc2nc1NCc1ccc(F)cc1. The result is 0 (inactive). (4) The drug is COc1ccc(-c2nc3ccccc3s2)cc1S(=O)(=O)O. The result is 0 (inactive). (5) The compound is CC[P+](CC)(c1ccccc1)c1ccccc1.[I-]. The result is 0 (inactive).